Dataset: Forward reaction prediction with 1.9M reactions from USPTO patents (1976-2016). Task: Predict the product of the given reaction. (1) Given the reactants FC(F)(F)C(O)=O.[Br:8][C:9]1[N:13]([CH3:14])[N:12]=[CH:11][C:10]=1[C:15]1[N:16]=[C:17]([CH3:21])[N:18]([NH2:20])[CH:19]=1.C(O)(=O)C.[CH:26](N)=[NH:27], predict the reaction product. The product is: [Br:8][C:9]1[N:13]([CH3:14])[N:12]=[CH:11][C:10]=1[C:15]1[N:16]=[C:17]([CH3:21])[N:18]([NH:20][CH:26]=[NH:27])[CH:19]=1. (2) Given the reactants [NH2:1][C:2]1[CH:13]=[CH:12][C:5]([CH2:6][NH:7][S:8]([CH3:11])(=[O:10])=[O:9])=[C:4]([F:14])[CH:3]=1.[C:15]1([O:21][C:22](Cl)=[O:23])[CH:20]=[CH:19][CH:18]=[CH:17][CH:16]=1.N1C=CC=CC=1, predict the reaction product. The product is: [F:14][C:4]1[CH:3]=[C:2]([NH:1][C:22](=[O:23])[O:21][C:15]2[CH:20]=[CH:19][CH:18]=[CH:17][CH:16]=2)[CH:13]=[CH:12][C:5]=1[CH2:6][NH:7][S:8]([CH3:11])(=[O:10])=[O:9]. (3) Given the reactants [Br:1][C:2]1[CH:7]=[C:6]([F:8])[CH:5]=[CH:4][C:3]=1[OH:9].Cl[C:11]([O:13][CH3:14])=[O:12].[OH-].[Na+], predict the reaction product. The product is: [Br:1][C:2]1[CH:7]=[C:6]([F:8])[CH:5]=[CH:4][C:3]=1[O:9][C:11]([O:13][CH3:14])=[O:12].